Dataset: CYP2D6 inhibition data for predicting drug metabolism from PubChem BioAssay. Task: Regression/Classification. Given a drug SMILES string, predict its absorption, distribution, metabolism, or excretion properties. Task type varies by dataset: regression for continuous measurements (e.g., permeability, clearance, half-life) or binary classification for categorical outcomes (e.g., BBB penetration, CYP inhibition). Dataset: cyp2d6_veith. (1) The molecule is CCOC(=O)Cc1cc(=O)n2[nH]c(C)c(C#N)c2n1. The result is 0 (non-inhibitor). (2) The drug is O=C(CSc1nnnn1C1CCCC1)Nc1ccc(F)cc1. The result is 1 (inhibitor).